Task: Regression. Given a peptide amino acid sequence and an MHC pseudo amino acid sequence, predict their binding affinity value. This is MHC class II binding data.. Dataset: Peptide-MHC class II binding affinity with 134,281 pairs from IEDB (1) The peptide sequence is TATYGGKWLDAKSTW. The MHC is HLA-DPA10201-DPB10501 with pseudo-sequence HLA-DPA10201-DPB10501. The binding affinity (normalized) is 0.132. (2) The peptide sequence is TKKYFAATQFEPLAA. The MHC is DRB1_1001 with pseudo-sequence DRB1_1001. The binding affinity (normalized) is 0.618. (3) The binding affinity (normalized) is 0. The peptide sequence is ANGKTLGEVWKRELN. The MHC is HLA-DQA10501-DQB10302 with pseudo-sequence HLA-DQA10501-DQB10302. (4) The peptide sequence is KHDDAIVRLRNAGIV. The MHC is DRB4_0101 with pseudo-sequence DRB4_0103. The binding affinity (normalized) is 0.466. (5) The MHC is HLA-DPA10103-DPB10301 with pseudo-sequence HLA-DPA10103-DPB10301. The binding affinity (normalized) is 0.775. The peptide sequence is AFKVAATAANAAPLN.